The task is: Predict the product of the given reaction.. This data is from Forward reaction prediction with 1.9M reactions from USPTO patents (1976-2016). (1) Given the reactants [CH3:1][C:2]1[N:3]([C@@H:15]([CH:17]2[CH2:22][CH2:21][NH:20][CH2:19][CH2:18]2)[CH3:16])[C:4]2[C:9]([C:10]=1[C:11]([O:13][CH3:14])=[O:12])=[CH:8][CH:7]=[CH:6][CH:5]=2.C(N(C(C)C)C(C)C)C.[F:32][C:33]([F:38])([CH3:37])[C:34](Cl)=[O:35], predict the reaction product. The product is: [F:32][C:33]([F:38])([CH3:37])[C:34]([N:20]1[CH2:19][CH2:18][CH:17]([C@H:15]([N:3]2[C:4]3[C:9](=[CH:8][CH:7]=[CH:6][CH:5]=3)[C:10]([C:11]([O:13][CH3:14])=[O:12])=[C:2]2[CH3:1])[CH3:16])[CH2:22][CH2:21]1)=[O:35]. (2) Given the reactants [NH2:1][C:2]1[CH:3]=[CH:4][C:5]2[S:9][N:8]=[C:7]([NH:10][CH2:11][CH2:12][NH:13][C:14](=[O:21])[C:15]3[CH:20]=[CH:19][CH:18]=[CH:17][N:16]=3)[C:6]=2[CH:22]=1.C(N(CC)CC)C.[C:30](Cl)(=[O:32])[CH3:31], predict the reaction product. The product is: [C:30]([NH:1][C:2]1[CH:3]=[CH:4][C:5]2[S:9][N:8]=[C:7]([NH:10][CH2:11][CH2:12][NH:13][C:14](=[O:21])[C:15]3[CH:20]=[CH:19][CH:18]=[CH:17][N:16]=3)[C:6]=2[CH:22]=1)(=[O:32])[CH3:31]. (3) Given the reactants COC(C1C=C(O)C2C(=C(N)C=CC=2)N=1)=O.C[O:18][C:19]([C:21]1[CH:30]=[C:29]([NH2:31])[C:28]2[C:23](=[C:24]([NH2:32])[CH:25]=[CH:26][CH:27]=2)[N:22]=1)=[O:20], predict the reaction product. The product is: [NH2:31][C:29]1[C:28]2[C:23](=[C:24]([NH2:32])[CH:25]=[CH:26][CH:27]=2)[N:22]=[C:21]([C:19]([OH:20])=[O:18])[CH:30]=1. (4) Given the reactants [CH3:1][C:2]1[N:3]=[CH:4][N:5]([CH2:7][CH2:8][CH2:9][NH2:10])[CH:6]=1.[N:11]([C:14]1[CH:19]=[CH:18][C:17]([O:20][CH3:21])=[CH:16][CH:15]=1)=[C:12]=[S:13], predict the reaction product. The product is: [CH3:21][O:20][C:17]1[CH:18]=[CH:19][C:14]([NH:11][C:12]([NH:10][CH2:9][CH2:8][CH2:7][N:5]2[CH:6]=[C:2]([CH3:1])[N:3]=[CH:4]2)=[S:13])=[CH:15][CH:16]=1. (5) Given the reactants [I:1]I.[CH3:3][C:4]1[CH:12]=[CH:11][C:7]([C:8]([OH:10])=[O:9])=[CH:6][C:5]=1[N+:13]([O-:15])=[O:14], predict the reaction product. The product is: [I:1][C:12]1[CH:11]=[C:7]([CH:6]=[C:5]([N+:13]([O-:15])=[O:14])[C:4]=1[CH3:3])[C:8]([OH:10])=[O:9].